This data is from Forward reaction prediction with 1.9M reactions from USPTO patents (1976-2016). The task is: Predict the product of the given reaction. (1) Given the reactants [NH2:1][C:2]1[CH:7]=[CH:6][C:5]([NH:8][C:9](=[O:16])[CH2:10][CH:11]2[CH2:15][CH2:14][CH2:13][CH2:12]2)=[CH:4][CH:3]=1.C(=O)(O[N:27]1[C:31](=[O:32])[CH2:30][CH2:29][C:28]1=O)O[N:27]1[C:28](=O)[CH2:29][CH2:30][C:31]1=[O:32].N1C=CC=CC=1.C(N(C(C)C)CC)(C)C.C1[C:59]2[C:54](=[C:55]([NH:60][S:61]([CH3:64])(=[O:63])=[O:62])[CH:56]=[CH:57][CH:58]=2)CCN1, predict the reaction product. The product is: [CH:11]1([CH2:10][C:9]([NH:8][C:5]2[CH:4]=[CH:3][C:2]([NH:1][C:31]([N:27]3[CH2:28][CH2:29][C:30]4[C:57](=[CH:58][CH:59]=[CH:54][C:55]=4[NH:60][S:61]([CH3:64])(=[O:63])=[O:62])[CH2:56]3)=[O:32])=[CH:7][CH:6]=2)=[O:16])[CH2:12][CH2:13][CH2:14][CH2:15]1. (2) Given the reactants [CH2:1]([N:8]1[C@@H:13]([CH3:14])[CH2:12][CH:11]([NH:15][C:16]2[C:17]([CH3:30])=[C:18]([CH:23]=[C:24]([C:26]([F:29])([F:28])[F:27])[CH:25]=2)[C:19]([O:21][CH3:22])=[O:20])[CH2:10][C@H:9]1[CH3:31])[C:2]1[CH:7]=[CH:6][CH:5]=[CH:4][CH:3]=1.[CH:32](=O)[CH3:33].C(O[BH-](OC(=O)C)OC(=O)C)(=O)C.[Na+], predict the reaction product. The product is: [CH2:1]([N:8]1[C@@H:13]([CH3:14])[CH2:12][CH:11]([N:15]([CH2:32][CH3:33])[C:16]2[C:17]([CH3:30])=[C:18]([CH:23]=[C:24]([C:26]([F:29])([F:27])[F:28])[CH:25]=2)[C:19]([O:21][CH3:22])=[O:20])[CH2:10][C@H:9]1[CH3:31])[C:2]1[CH:7]=[CH:6][CH:5]=[CH:4][CH:3]=1. (3) Given the reactants [OH:1][C@H:2]([CH2:32][OH:33])[CH2:3][N:4]1[C:9](=[O:10])[C:8]2[C:11]([NH:18][C:19]3[CH:24]=[CH:23][C:22]([C:25]#[C:26][Si](C)(C)C)=[CH:21][C:20]=3[F:31])=[C:12]([F:17])[C:13](=[O:16])[N:14]([CH3:15])[C:7]=2[N:6]=[CH:5]1.CCCC[N+](CCCC)(CCCC)CCCC.[F-].C(Cl)Cl, predict the reaction product. The product is: [OH:1][C@H:2]([CH2:32][OH:33])[CH2:3][N:4]1[C:9](=[O:10])[C:8]2[C:11]([NH:18][C:19]3[CH:24]=[CH:23][C:22]([C:25]#[CH:26])=[CH:21][C:20]=3[F:31])=[C:12]([F:17])[C:13](=[O:16])[N:14]([CH3:15])[C:7]=2[N:6]=[CH:5]1. (4) Given the reactants [C:1]([O:5][C:6]([N:8]1[CH2:13][CH2:12][N:11]([C:14]2[C:23]3[C:18](=[CH:19][C:20]([Cl:24])=[CH:21][CH:22]=3)[NH:17][C:16](=O)[CH:15]=2)[CH2:10][CH2:9]1)=[O:7])([CH3:4])([CH3:3])[CH3:2].[H-].[Na+].[CH2:28]([NH2:32])[CH2:29][CH2:30][CH3:31], predict the reaction product. The product is: [C:1]([O:5][C:6]([N:8]1[CH2:13][CH2:12][N:11]([C:14]2[C:23]3[C:18](=[CH:19][C:20]([Cl:24])=[CH:21][CH:22]=3)[N:17]=[C:16]([NH:32][CH2:28][CH2:29][CH2:30][CH3:31])[CH:15]=2)[CH2:10][CH2:9]1)=[O:7])([CH3:4])([CH3:3])[CH3:2]. (5) Given the reactants [Cl:1][C:2]1[CH:10]=[CH:9][CH:8]=[C:7]2[C:3]=1[CH:4]([CH2:14][CH2:15][C:16]1([F:25])[CH2:21][CH2:20][CH:19]([C:22](O)=[O:23])[CH2:18][CH2:17]1)[N:5]1[CH:13]=[N:12][CH:11]=[C:6]12.[NH:26]([CH3:28])[CH3:27].Cl.CCO, predict the reaction product. The product is: [Cl:1][C:2]1[CH:10]=[CH:9][CH:8]=[C:7]2[C:3]=1[CH:4]([CH2:14][CH2:15][C:16]1([F:25])[CH2:21][CH2:20][CH:19]([C:22]([N:26]([CH3:28])[CH3:27])=[O:23])[CH2:18][CH2:17]1)[N:5]1[CH:13]=[N:12][CH:11]=[C:6]12.